Dataset: Catalyst prediction with 721,799 reactions and 888 catalyst types from USPTO. Task: Predict which catalyst facilitates the given reaction. (1) Reactant: [H-].[Na+].[CH2:3]([O:5][CH2:6][C@H:7]([OH:18])[C:8]([NH:10][C:11]1[CH:16]=[N:15][C:14]([CH3:17])=[CH:13][N:12]=1)=[O:9])[CH3:4].Cl[C:20]1[N:25]=[CH:24][N:23]=[C:22]2[N:26]([C:29]3[CH:34]=[CH:33][CH:32]=[CH:31][C:30]=3[C:35]([F:38])([F:37])[F:36])[N:27]=[CH:28][C:21]=12.C(O)(=O)CC(CC(O)=O)(C(O)=O)O. Product: [CH2:3]([O:5][CH2:6][C@H:7]([O:18][C:20]1[C:21]2[CH:28]=[N:27][N:26]([C:29]3[CH:34]=[CH:33][CH:32]=[CH:31][C:30]=3[C:35]([F:37])([F:38])[F:36])[C:22]=2[N:23]=[CH:24][N:25]=1)[C:8]([NH:10][C:11]1[CH:16]=[N:15][C:14]([CH3:17])=[CH:13][N:12]=1)=[O:9])[CH3:4]. The catalyst class is: 1. (2) Reactant: C([O:5][C:6](=[O:37])[C:7]([S:10][C:11]1[CH:12]=[C:13]2[C:17](=[CH:18][CH:19]=1)[CH2:16][CH:15]([N:20]([CH2:35][CH3:36])[C:21]([NH:23][C:24]1[CH:29]=[CH:28][C:27]([O:30][C:31]([F:34])([F:33])[F:32])=[CH:26][CH:25]=1)=[O:22])[CH2:14]2)([CH3:9])[CH3:8])(C)(C)C.C(O)(C(F)(F)F)=O. Product: [CH2:35]([N:20]([CH:15]1[CH2:14][C:13]2[C:17](=[CH:18][CH:19]=[C:11]([S:10][C:7]([CH3:8])([CH3:9])[C:6]([OH:37])=[O:5])[CH:12]=2)[CH2:16]1)[C:21]([NH:23][C:24]1[CH:25]=[CH:26][C:27]([O:30][C:31]([F:34])([F:32])[F:33])=[CH:28][CH:29]=1)=[O:22])[CH3:36]. The catalyst class is: 2. (3) Reactant: [C:1]([C:3]1[CH:4]=[CH:5][C:6]([NH:17][CH2:18][CH2:19][CH2:20][CH2:21][F:22])=[C:7]([NH:9][C:10]([CH2:12][O:13][C:14](=[O:16])[CH3:15])=O)[CH:8]=1)#[N:2]. Product: [C:1]([C:3]1[CH:4]=[CH:5][C:6]2[N:17]([CH2:18][CH2:19][CH2:20][CH2:21][F:22])[C:10]([CH2:12][O:13][C:14](=[O:16])[CH3:15])=[N:9][C:7]=2[CH:8]=1)#[N:2]. The catalyst class is: 52. (4) Reactant: [NH2:1][C@H:2]1[C:11]2[C:6](=[CH:7][CH:8]=[C:9]([F:12])[CH:10]=2)[N:5]([C:13](=[O:15])[CH3:14])[C@@H:4]([CH:16]2[CH2:18][CH2:17]2)[C@@H:3]1[CH3:19].Br[C:21]1[CH:30]=[CH:29][C:24]([C:25]([NH:27][CH3:28])=[O:26])=[CH:23][CH:22]=1.CC(C)([O-])C.[Na+].CN(C1C(C2C(P(C3CCCCC3)C3CCCCC3)=CC=CC=2)=CC=CC=1)C. Product: [C:13]([N:5]1[C:6]2[C:11](=[CH:10][C:9]([F:12])=[CH:8][CH:7]=2)[C@H:2]([NH:1][C:21]2[CH:30]=[CH:29][C:24]([C:25]([NH:27][CH3:28])=[O:26])=[CH:23][CH:22]=2)[C@@H:3]([CH3:19])[C@@H:4]1[CH:16]1[CH2:18][CH2:17]1)(=[O:15])[CH3:14]. The catalyst class is: 62. (5) Reactant: [C:1]([O:5][C:6]([N:8]1[CH2:16][C:15]2[C:14](Cl)=[N:13][C:12]([Cl:18])=[N:11][C:10]=2[CH2:9]1)=[O:7])([CH3:4])([CH3:3])[CH3:2].[CH2:19]([N:21](CC)[CH2:22]C)C.CNC. Product: [C:1]([O:5][C:6]([N:8]1[CH2:16][C:15]2[C:14]([N:21]([CH3:22])[CH3:19])=[N:13][C:12]([Cl:18])=[N:11][C:10]=2[CH2:9]1)=[O:7])([CH3:4])([CH3:3])[CH3:2]. The catalyst class is: 8. (6) Reactant: Cl[C:2]1[CH:7]=[C:6]([C:8]2[CH:9]=[N:10][N:11]([CH3:13])[CH:12]=2)[CH:5]=[C:4]([Cl:14])[N:3]=1.[F:15][C:16]1[CH:21]=[CH:20][C:19]([CH:22]2[CH2:26][O:25][C:24](=[O:27])[NH:23]2)=[CH:18][CH:17]=1.P([O-])([O-])([O-])=O.[K+].[K+].[K+].O1CCOCC1. Product: [Cl:14][C:4]1[N:3]=[C:2]([N:23]2[CH:22]([C:19]3[CH:18]=[CH:17][C:16]([F:15])=[CH:21][CH:20]=3)[CH2:26][O:25][C:24]2=[O:27])[CH:7]=[C:6]([C:8]2[CH:9]=[N:10][N:11]([CH3:13])[CH:12]=2)[CH:5]=1. The catalyst class is: 13. (7) Reactant: C1(P(C2C=CC=CC=2)C2C=CC=CC=2)C=CC=CC=1.N(C(OC(C)C)=O)=NC(OC(C)C)=O.[C:34]([CH2:36][NH:37][C:38]([CH:40]1[CH:45]([CH2:46]O)[CH:44]2[CH2:48][CH:41]1[CH:42]=[CH:43]2)=[O:39])#[N:35].[F:49][C:50]1[CH:55]=[CH:54][C:53]([SH:56])=[CH:52][CH:51]=1. Product: [C:34]([CH2:36][NH:37][C:38]([CH:40]1[CH:45]([CH2:46][S:56][C:53]2[CH:54]=[CH:55][C:50]([F:49])=[CH:51][CH:52]=2)[CH:44]2[CH2:48][CH:41]1[CH2:42][CH2:43]2)=[O:39])#[N:35]. The catalyst class is: 9.